Task: Predict which catalyst facilitates the given reaction.. Dataset: Catalyst prediction with 721,799 reactions and 888 catalyst types from USPTO (1) Reactant: [Br:1][C:2]1[CH:11]=[CH:10][C:5]2[S:6][CH:7]=[C:8]([CH3:9])[C:4]=2[CH:3]=1.C1C=CC(S(N(S(C2C=CC=CC=2)(=O)=O)[F:22])(=O)=O)=CC=1.C(NC(C)C)(C)C.C([Li])CCC. Product: [Br:1][C:2]1[CH:11]=[CH:10][C:5]2[S:6][C:7]([F:22])=[C:8]([CH3:9])[C:4]=2[CH:3]=1. The catalyst class is: 1. (2) Reactant: Cl[N:2]1[C:6](=O)[CH2:5][CH2:4][C:3]1=O.[C:9]([O-:14])(=[O:13])[CH2:10][CH:11]=[CH2:12].C(=O)([O-])[O-].[Na+].[Na+].[CH2:21]1[CH2:25]OC[CH2:22]1.[OH2:26]. Product: [CH:22]1[CH:3]=[CH:4][C:5]([C:6]2[CH2:12][CH:11]([CH2:10][C:9]([OH:14])=[O:13])[O:26][N:2]=2)=[CH:25][CH:21]=1. The catalyst class is: 3. (3) Reactant: [CH3:1][N:2]1[C:7](=[O:8])[C:6]([NH:9][C:10]2[CH:15]=[CH:14][C:13]([N:16]3[CH2:21][CH2:20][N:19]([CH:22]4[CH2:25][O:24][CH2:23]4)[CH2:18][C@@H:17]3[CH3:26])=[CH:12][N:11]=2)=[CH:5][C:4]([C:27]2[CH:32]=[CH:31][N:30]=[C:29]([N:33]3[C:45](=[O:46])[C:44]4[N:36]([C:37]5[C@@H:38]6[CH2:47][C@H:41]([C:42]=5[CH:43]=4)[CH2:40][CH2:39]6)[CH2:35][CH2:34]3)[C:28]=2[CH:48]=[O:49])=[CH:3]1.[BH4-].[Na+]. Product: [OH:49][CH2:48][C:28]1[C:29]([N:33]2[CH2:34][CH2:35][N:36]3[C:37]4[C@@H:38]5[CH2:47][CH:41]([C:42]=4[CH:43]=[C:44]3[C:45]2=[O:46])[CH2:40][CH2:39]5)=[N:30][CH:31]=[CH:32][C:27]=1[C:4]1[CH:5]=[C:6]([NH:9][C:10]2[CH:15]=[CH:14][C:13]([N:16]3[CH2:21][CH2:20][N:19]([CH:22]4[CH2:23][O:24][CH2:25]4)[CH2:18][CH:17]3[CH3:26])=[CH:12][N:11]=2)[C:7](=[O:8])[N:2]([CH3:1])[CH:3]=1. The catalyst class is: 5. (4) Reactant: [Cl-].[NH4+].C(O)C.[CH3:6][C:7]1[C:8]([N:14]2[CH2:19][CH2:18][N:17]([C:20]([C:22]3[CH:27]=[CH:26][C:25]([N:28]4[CH2:32][CH2:31][O:30][C:29]4=[O:33])=[CH:24][C:23]=3[N+:34]([O-])=O)=[O:21])[CH2:16][CH2:15]2)=[N:9][CH:10]=[C:11]([CH3:13])[CH:12]=1. Product: [NH2:34][C:23]1[CH:24]=[C:25]([N:28]2[CH2:32][CH2:31][O:30][C:29]2=[O:33])[CH:26]=[CH:27][C:22]=1[C:20]([N:17]1[CH2:16][CH2:15][N:14]([C:8]2[C:7]([CH3:6])=[CH:12][C:11]([CH3:13])=[CH:10][N:9]=2)[CH2:19][CH2:18]1)=[O:21]. The catalyst class is: 6. (5) Reactant: [Br:1][C:2]1[CH:7]=[CH:6][C:5]([O:8][CH2:9][CH2:10]Cl)=[CH:4][CH:3]=1.CC(C)([O-])C.[K+]. Product: [Br:1][C:2]1[CH:7]=[CH:6][C:5]([O:8][CH:9]=[CH2:10])=[CH:4][CH:3]=1. The catalyst class is: 1. (6) Reactant: [OH-].[Na+].CN(C)/[CH:5]=[CH:6]/[C:7]([C:9]1[S:13][C:12]([N:14]=CN(C)C)=[N:11][C:10]=1[CH3:19])=O.Cl.[F:22][C:23]([F:31])([F:30])[C:24]([CH3:29])([CH3:28])[C:25]([NH2:27])=[NH:26].O. The catalyst class is: 141. Product: [CH3:19][C:10]1[N:11]=[C:12]([NH2:14])[S:13][C:9]=1[C:7]1[CH:6]=[CH:5][N:27]=[C:25]([C:24]([CH3:29])([CH3:28])[C:23]([F:31])([F:30])[F:22])[N:26]=1. (7) Reactant: FC(F)(F)C(O)=O.C([N:15]1[CH:19]=[CH:18][C:17]([NH:20][C:21](=[O:31])[C:22]2[CH:27]=[CH:26][C:25]([N:28]=[N+:29]=[N-:30])=[CH:24][CH:23]=2)=[CH:16]1)(OC(C)(C)C)=O. Product: [N:28]([C:25]1[CH:26]=[CH:27][C:22]([C:21]([NH:20][CH:17]2[CH2:18][CH2:19][NH:15][CH2:16]2)=[O:31])=[CH:23][CH:24]=1)=[N+:29]=[N-:30]. The catalyst class is: 4. (8) Reactant: [N+:1]([C:4]1[CH:9]=[CH:8][C:7]([CH:10]([OH:14])[CH2:11][CH2:12][OH:13])=[CH:6][CH:5]=1)([O-:3])=[O:2].N1C=CN=C1.[Si:20](Cl)([C:33]([CH3:36])([CH3:35])[CH3:34])([C:27]1[CH:32]=[CH:31][CH:30]=[CH:29][CH:28]=1)[C:21]1[CH:26]=[CH:25][CH:24]=[CH:23][CH:22]=1. Product: [Si:20]([O:13][CH2:12][CH2:11][CH:10]([C:7]1[CH:6]=[CH:5][C:4]([N+:1]([O-:3])=[O:2])=[CH:9][CH:8]=1)[OH:14])([C:33]([CH3:36])([CH3:35])[CH3:34])([C:27]1[CH:28]=[CH:29][CH:30]=[CH:31][CH:32]=1)[C:21]1[CH:26]=[CH:25][CH:24]=[CH:23][CH:22]=1. The catalyst class is: 39. (9) Reactant: [CH:1]1(/[CH:7]=[CH:8]/[CH2:9]O)[CH2:6][CH2:5][CH2:4][CH2:3][CH2:2]1.N1C=CC=CC=1.P(Br)(Br)[Br:18]. Product: [Br:18][CH2:9]/[CH:8]=[CH:7]/[CH:1]1[CH2:6][CH2:5][CH2:4][CH2:3][CH2:2]1. The catalyst class is: 27. (10) Reactant: [CH2:1]([O:8][C:9](=[O:23])[CH2:10][C@@H:11]([C:20]([OH:22])=O)[NH:12][C:13]([O:15][C:16]([CH3:19])([CH3:18])[CH3:17])=[O:14])[C:2]1[CH:7]=[CH:6][CH:5]=[CH:4][CH:3]=1.[C:24]1([CH:30]([NH2:34])[CH2:31][CH2:32][CH3:33])[CH:29]=[CH:28][CH:27]=[CH:26][CH:25]=1.CCN=C=NCCCN(C)C.Cl.C1C=CC2N(O)N=NC=2C=1. Product: [CH2:1]([O:8][C:9](=[O:23])[CH2:10][C@@H:11]([C:20]([NH:34][CH:30]([C:24]1[CH:29]=[CH:28][CH:27]=[CH:26][CH:25]=1)[CH2:31][CH2:32][CH3:33])=[O:22])[NH:12][C:13]([O:15][C:16]([CH3:17])([CH3:18])[CH3:19])=[O:14])[C:2]1[CH:3]=[CH:4][CH:5]=[CH:6][CH:7]=1. The catalyst class is: 18.